This data is from Full USPTO retrosynthesis dataset with 1.9M reactions from patents (1976-2016). The task is: Predict the reactants needed to synthesize the given product. (1) Given the product [CH2:23]([S:26]([N:1]([C:2]1[CH:7]=[C:6]([F:8])[C:5]([F:9])=[C:4]([C:10]([C:12]2[CH:13]=[C:14]3[C:19](=[CH:20][CH:21]=2)[N:18]=[CH:17][CH:16]=[CH:15]3)=[O:11])[C:3]=1[F:22])[S:26]([CH2:23][CH2:24][CH3:25])(=[O:28])=[O:27])(=[O:28])=[O:27])[CH2:24][CH3:25], predict the reactants needed to synthesize it. The reactants are: [NH2:1][C:2]1[C:3]([F:22])=[C:4]([C:10]([C:12]2[CH:13]=[C:14]3[C:19](=[CH:20][CH:21]=2)[N:18]=[CH:17][CH:16]=[CH:15]3)=[O:11])[C:5]([F:9])=[C:6]([F:8])[CH:7]=1.[CH2:23]([S:26](Cl)(=[O:28])=[O:27])[CH2:24][CH3:25]. (2) Given the product [CH2:27]1[C:36]2[C:31](=[CH:32][CH:33]=[CH:34][CH:35]=2)[CH2:30][CH2:29][N:28]1[CH2:25][C:21]1[CH:20]=[C:19]([C:15]2[CH:16]=[CH:17][CH:18]=[C:13]([NH:12][C:10]3[C:9]4[C:4](=[CH:5][CH:6]=[CH:7][CH:8]=4)[N:3]=[C:2]([CH3:1])[CH:11]=3)[CH:14]=2)[CH:24]=[CH:23][CH:22]=1, predict the reactants needed to synthesize it. The reactants are: [CH3:1][C:2]1[CH:11]=[C:10]([NH:12][C:13]2[CH:14]=[C:15]([C:19]3[CH:24]=[CH:23][CH:22]=[C:21]([CH:25]=O)[CH:20]=3)[CH:16]=[CH:17][CH:18]=2)[C:9]2[C:4](=[CH:5][CH:6]=[CH:7][CH:8]=2)[N:3]=1.[CH2:27]1[C:36]2[C:31](=[CH:32][CH:33]=[CH:34][CH:35]=2)[CH2:30][CH2:29][NH:28]1.[BH-](OC(C)=O)(OC(C)=O)OC(C)=O.[Na+].CC(O)=O.